From a dataset of Forward reaction prediction with 1.9M reactions from USPTO patents (1976-2016). Predict the product of the given reaction. (1) Given the reactants [Cl:1][C:2]1[N:7]=[CH:6][C:5]([C:8](=[O:13])[C:9]([F:12])([F:11])[F:10])=[CH:4][CH:3]=1.CC([O-])(C)C.[K+].C1(C)C=CC=CC=1.COC1C=CC(C(C2C=CC(OC)=CC=2)(N)[C@@H](N)C(C)C)=CC=1, predict the reaction product. The product is: [Cl:1][C:2]1[N:7]=[CH:6][C:5]([C@H:8]([OH:13])[C:9]([F:10])([F:11])[F:12])=[CH:4][CH:3]=1. (2) Given the reactants Cl.[S:2]1[C:10]2[CH2:9][CH2:8][NH:7][CH2:6][C:5]=2[CH:4]=[CH:3]1.[OH-].[Na+].S1C2CCNCC=2C=C1.[CH2:22]([O:24][C:25](=[O:43])[C:26]([CH3:42])([CH3:41])[CH2:27][CH2:28][CH2:29][CH2:30][CH2:31][CH:32](Br)[C:33]1[CH:38]=[CH:37][CH:36]=[CH:35][C:34]=1[Cl:39])[CH3:23].C(=O)([O-])[O-].[K+].[K+], predict the reaction product. The product is: [CH2:22]([O:24][C:25](=[O:43])[C:26]([CH3:42])([CH3:41])[CH2:27][CH2:28][CH2:29][CH2:30][CH2:31][CH:32]([C:33]1[CH:38]=[CH:37][CH:36]=[CH:35][C:34]=1[Cl:39])[N:7]1[CH2:8][CH2:9][C:10]2[S:2][CH:3]=[CH:4][C:5]=2[CH2:6]1)[CH3:23]. (3) Given the reactants [C:1]1(B(O)O)[CH:6]=[CH:5][CH:4]=[CH:3][CH:2]=1.[Cl:10][C:11]1[CH:16]=[C:15]([O:17][C:18]2[C:19](I)=[N:20][C:21]([CH3:24])=[CH:22][CH:23]=2)[CH:14]=[CH:13][N:12]=1.C([O-])([O-])=O.[Cs+].[Cs+].O1CCOCC1, predict the reaction product. The product is: [Cl:10][C:11]1[CH:16]=[C:15]([O:17][C:18]2[C:19]([C:1]3[CH:6]=[CH:5][CH:4]=[CH:3][CH:2]=3)=[N:20][C:21]([CH3:24])=[CH:22][CH:23]=2)[CH:14]=[CH:13][N:12]=1.